This data is from Peptide-MHC class I binding affinity with 185,985 pairs from IEDB/IMGT. The task is: Regression. Given a peptide amino acid sequence and an MHC pseudo amino acid sequence, predict their binding affinity value. This is MHC class I binding data. (1) The peptide sequence is KQNMRIRSK. The MHC is HLA-A02:01 with pseudo-sequence HLA-A02:01. The binding affinity (normalized) is 0.0847. (2) The binding affinity (normalized) is 0.359. The MHC is HLA-A02:19 with pseudo-sequence HLA-A02:19. The peptide sequence is HLTRVGPYL. (3) The peptide sequence is AAYARAAAL. The MHC is HLA-A31:01 with pseudo-sequence HLA-A31:01. The binding affinity (normalized) is 0.338. (4) The peptide sequence is DVHIPKFKV. The MHC is HLA-A02:01 with pseudo-sequence HLA-A02:01. The binding affinity (normalized) is 0. (5) The peptide sequence is VAAKGAPAL. The MHC is HLA-B58:01 with pseudo-sequence HLA-B58:01. The binding affinity (normalized) is 0.366.